From a dataset of Forward reaction prediction with 1.9M reactions from USPTO patents (1976-2016). Predict the product of the given reaction. (1) The product is: [F:1][C:2]1[CH:3]=[C:4]([CH:14]([NH:16][C:17]([C:19]2[N:20]=[C:21]([C:32]3[CH:31]=[CH:30][CH:29]=[C:28]([CH:25]([CH3:27])[CH3:26])[CH:33]=3)[S:22][CH:23]=2)=[O:18])[CH3:15])[CH:5]=[C:6]([F:13])[C:7]=1[NH:8][S:9]([CH3:12])(=[O:11])=[O:10]. Given the reactants [F:1][C:2]1[CH:3]=[C:4]([CH:14]([NH:16][C:17]([C:19]2[N:20]=[C:21](Cl)[S:22][CH:23]=2)=[O:18])[CH3:15])[CH:5]=[C:6]([F:13])[C:7]=1[NH:8][S:9]([CH3:12])(=[O:11])=[O:10].[CH:25]([C:28]1[CH:29]=[C:30](B(O)O)[CH:31]=[CH:32][CH:33]=1)([CH3:27])[CH3:26], predict the reaction product. (2) Given the reactants [CH3:1][O:2][C:3]([C:5]1[CH:10]=[CH:9][CH:8]=[C:7]([C:11]2[CH:12]=[N:13][N:14]([CH2:16][CH2:17][CH2:18][CH2:19][CH2:20][CH2:21][NH:22][C:23]([C:25]3[C:29]([N+:30]([O-])=O)=[CH:28][N:27]([CH:33]4[CH2:38][CH2:37][N:36]([C:39]([O:41][C:42]([CH3:45])([CH3:44])[CH3:43])=[O:40])[CH2:35][CH2:34]4)[N:26]=3)=[O:24])[CH:15]=2)[N:6]=1)=[O:4], predict the reaction product. The product is: [CH3:1][O:2][C:3]([C:5]1[CH:10]=[CH:9][CH:8]=[C:7]([C:11]2[CH:12]=[N:13][N:14]([CH2:16][CH2:17][CH2:18][CH2:19][CH2:20][CH2:21][NH:22][C:23]([C:25]3[C:29]([NH2:30])=[CH:28][N:27]([CH:33]4[CH2:34][CH2:35][N:36]([C:39]([O:41][C:42]([CH3:45])([CH3:44])[CH3:43])=[O:40])[CH2:37][CH2:38]4)[N:26]=3)=[O:24])[CH:15]=2)[N:6]=1)=[O:4]. (3) The product is: [Cl:1][C:2]1[C:3]([N:8]2[CH2:17][CH2:16][C:15]3[C:14]([NH:18][C:19]4[CH:28]=[C:27]5[C:22]([C:23]([CH3:33])([CH3:32])[CH2:24][CH2:25][NH:26]5)=[CH:21][CH:20]=4)=[N:13][CH:12]=[N:11][C:10]=3[CH2:9]2)=[N:4][CH:5]=[CH:6][CH:7]=1. Given the reactants [Cl:1][C:2]1[C:3]([N:8]2[CH2:17][CH2:16][C:15]3[C:14]([NH:18][C:19]4[CH:28]=[C:27]5[C:22]([C:23]([CH3:33])([CH3:32])[CH2:24][CH2:25][N:26]5C(=O)C)=[CH:21][CH:20]=4)=[N:13][CH:12]=[N:11][C:10]=3[CH2:9]2)=[N:4][CH:5]=[CH:6][CH:7]=1.Cl.C(=O)(O)[O-].[Na+], predict the reaction product. (4) Given the reactants Cl.Br[C:3]1[CH:8]=[CH:7][N:6]=[CH:5][CH:4]=1.[C:9]([C:13]1[CH:18]=[CH:17][C:16](B(O)O)=[CH:15][CH:14]=1)([CH3:12])([CH3:11])[CH3:10], predict the reaction product. The product is: [C:9]([C:13]1[CH:18]=[CH:17][C:16]([C:3]2[CH:8]=[CH:7][N:6]=[CH:5][CH:4]=2)=[CH:15][CH:14]=1)([CH3:12])([CH3:11])[CH3:10]. (5) Given the reactants [O:1]1[C:10]2[CH:9]=[C:8]([CH2:11]O)[N:7]=[CH:6][C:5]=2[O:4][CH2:3][CH2:2]1.N12CCCN=C1CCCCC2.C1(P([N:38]=[N+:39]=[N-:40])(C2C=CC=CC=2)=O)C=CC=CC=1.C(=O)(O)[O-].[Na+], predict the reaction product. The product is: [N:38]([CH2:11][C:8]1[N:7]=[CH:6][C:5]2[O:4][CH2:3][CH2:2][O:1][C:10]=2[CH:9]=1)=[N+:39]=[N-:40]. (6) Given the reactants [NH2:1][C:2]1[S:3][CH:4]=[CH:5][N:6]=1.C(=O)(OC(C)(C)C)[O:8][C:9]([O:11][C:12]([CH3:15])([CH3:14])[CH3:13])=O, predict the reaction product. The product is: [CH3:15][C:12]([O:11][C:9]([N:1]([C:2]1[S:3][CH:4]=[CH:5][N:6]=1)[C:9](=[O:8])[O:11][C:12]([CH3:15])([CH3:14])[CH3:13])=[O:8])([CH3:13])[CH3:14]. (7) Given the reactants [OH:1][C@H:2]1[C:7](=[O:8])[C:6]2[CH:9]=[CH:10][C:11]3[N:12]([CH:17]=[CH:18][CH3:19])[C:13]([CH3:16])=[N:14][C:15]=3[C:5]=2[O:4][C@@H:3]1[C:20]1[CH:25]=[CH:24][CH:23]=[CH:22][CH:21]=1.C(N(C(C)C)C(C)C)C.[C:35](Cl)(=[O:40])[C:36]([CH3:39])([CH3:38])[CH3:37], predict the reaction product. The product is: [CH3:16][C:13]1[N:12]([CH:17]=[CH:18][CH3:19])[C:11]2[CH:10]=[CH:9][C:6]3[C:7](=[O:8])[C@H:2]([O:1][C:35](=[O:40])[C:36]([CH3:39])([CH3:38])[CH3:37])[C@@H:3]([C:20]4[CH:21]=[CH:22][CH:23]=[CH:24][CH:25]=4)[O:4][C:5]=3[C:15]=2[N:14]=1. (8) Given the reactants C1C=C(Cl)C=C(C(OO)=[O:9])C=1.[CH2:12]([N:14]1[C:20]2[N:21]=[CH:22][C:23]([CH2:25][CH2:26][O:27][C:28]3[C:37]4[C:32](=[CH:33][CH:34]=[CH:35][CH:36]=4)[N:31]=[CH:30][CH:29]=3)=[CH:24][C:19]=2[C:18](=[O:38])[NH:17][C:16]2[C:39]([CH3:43])=[CH:40][CH:41]=[N:42][C:15]1=2)[CH3:13], predict the reaction product. The product is: [CH2:12]([N:14]1[C:20]2[N:21]=[CH:22][C:23]([CH2:25][CH2:26][O:27][C:28]3[C:37]4[C:32](=[CH:33][CH:34]=[CH:35][CH:36]=4)[N+:31]([O-:9])=[CH:30][CH:29]=3)=[CH:24][C:19]=2[C:18](=[O:38])[NH:17][C:16]2[C:39]([CH3:43])=[CH:40][CH:41]=[N:42][C:15]1=2)[CH3:13]. (9) Given the reactants [CH:1]1([CH2:7][OH:8])[CH2:6][CH2:5][CH:4]=[CH:3][CH2:2]1.N1C=CN=C1.[C:14]([Si:18](Cl)([C:25]1[CH:30]=[CH:29][CH:28]=[CH:27][CH:26]=1)[C:19]1[CH:24]=[CH:23][CH:22]=[CH:21][CH:20]=1)([CH3:17])([CH3:16])[CH3:15].CO, predict the reaction product. The product is: [Si:18]([O:8][CH2:7][CH:1]1[CH2:6][CH2:5][CH:4]=[CH:3][CH2:2]1)([C:14]([CH3:17])([CH3:16])[CH3:15])([C:25]1[CH:26]=[CH:27][CH:28]=[CH:29][CH:30]=1)[C:19]1[CH:24]=[CH:23][CH:22]=[CH:21][CH:20]=1. (10) Given the reactants CN(C=O)C.CO[C:8](=[O:43])[N:9]=[C:10](SC)[C:11]([C:28]1[C:29]([F:40])=[C:30]2[C:35](=[C:36]([O:38][CH3:39])[CH:37]=1)[O:34][CH2:33][CH2:32][CH2:31]2)=[N:12][C:13]1[CH:18]=[CH:17][C:16]([C:19]2[N:23]=[C:22]([C:24]([F:27])([F:26])[F:25])[O:21][N:20]=2)=[CH:15][CH:14]=1.[CH2:44]([O:46][C:47]([C:49]1[S:53][CH:52]=[N:51][C:50]=1[NH:54][NH2:55])=[O:48])[CH3:45], predict the reaction product. The product is: [CH2:44]([O:46][C:47]([C:49]1[S:53][CH:52]=[N:51][C:50]=1[N:54]1[C:8](=[O:43])[NH:9][C:10]([CH:11]([C:28]2[C:29]([F:40])=[C:30]3[C:35](=[C:36]([O:38][CH3:39])[CH:37]=2)[O:34][CH2:33][CH2:32][CH2:31]3)[NH:12][C:13]2[CH:18]=[CH:17][C:16]([C:19]3[N:23]=[C:22]([C:24]([F:27])([F:26])[F:25])[O:21][N:20]=3)=[CH:15][CH:14]=2)=[N:55]1)=[O:48])[CH3:45].